This data is from Catalyst prediction with 721,799 reactions and 888 catalyst types from USPTO. The task is: Predict which catalyst facilitates the given reaction. (1) Reactant: OO.[NH2:3][C:4]([C:10]1[CH:15]=[CH:14][C:13]([O:16][CH3:17])=[CH:12][CH:11]=1)=[C:5]([CH3:9])[C:6]([NH2:8])=[S:7]. Product: [CH3:17][O:16][C:13]1[CH:12]=[CH:11][C:10]([C:4]2[C:5]([CH3:9])=[C:6]([NH2:8])[S:7][N:3]=2)=[CH:15][CH:14]=1. The catalyst class is: 5. (2) Reactant: [CH2:1]([S:3][C:4]1[C:13]([C:14]([NH:16][CH2:17][C:18]2[CH:23]=[CH:22][CH:21]=[C:20]([F:24])[CH:19]=2)=[O:15])=[C:12](O)[C:11]2[C:6](=[CH:7][C:8]([C:26]([F:29])([F:28])[F:27])=[CH:9][CH:10]=2)[N:5]=1)[CH3:2].O=P(Cl)(Cl)[Cl:32].C([O-])(O)=O.[Na+]. Product: [Cl:32][C:12]1[C:11]2[C:6](=[CH:7][C:8]([C:26]([F:29])([F:28])[F:27])=[CH:9][CH:10]=2)[N:5]=[C:4]([S:3][CH2:1][CH3:2])[C:13]=1[C:14]([NH:16][CH2:17][C:18]1[CH:23]=[CH:22][CH:21]=[C:20]([F:24])[CH:19]=1)=[O:15]. The catalyst class is: 81.